From a dataset of Full USPTO retrosynthesis dataset with 1.9M reactions from patents (1976-2016). Predict the reactants needed to synthesize the given product. (1) Given the product [F:1][C:2]1[CH:7]=[CH:6][C:5]([CH:8]2[CH2:17][CH2:16][C:11]3([O:12][CH2:13][CH2:14][O:15]3)[CH2:10][CH2:9]2)=[CH:4][CH:3]=1, predict the reactants needed to synthesize it. The reactants are: [F:1][C:2]1[CH:7]=[CH:6][C:5]([C:8]2[CH2:17][CH2:16][C:11]3([O:15][CH2:14][CH2:13][O:12]3)[CH2:10][CH:9]=2)=[CH:4][CH:3]=1. (2) Given the product [Cl:33][C:17]1[CH:18]=[C:19]2[C:23](=[C:15]([NH:14][CH:11]3[CH2:10][CH2:9][NH:8][CH2:13][CH2:12]3)[CH:16]=1)[NH:22][C:21]([CH2:24][CH2:25][N:26]1[CH2:31][CH2:30][NH:29][C:28](=[O:32])[CH2:27]1)=[CH:20]2, predict the reactants needed to synthesize it. The reactants are: C(OC([N:8]1[CH2:13][CH2:12][CH:11]([NH:14][C:15]2[CH:16]=[C:17]([Cl:33])[CH:18]=[C:19]3[C:23]=2[NH:22][C:21]([CH2:24][CH2:25][N:26]2[CH2:31][CH2:30][NH:29][C:28](=[O:32])[CH2:27]2)=[CH:20]3)[CH2:10][CH2:9]1)=O)(C)(C)C.FC(F)(F)C(O)=O.